From a dataset of Catalyst prediction with 721,799 reactions and 888 catalyst types from USPTO. Predict which catalyst facilitates the given reaction. (1) Reactant: [CH2:1]([N:3]([CH:11]1[CH2:16][CH2:15][C:14]([C:17]2[C:25]3[C:20](=[CH:21][C:22]([NH:26][C:27]([C:29]4[S:30][CH:31]=[CH:32][CH:33]=4)=[NH:28])=[CH:23][CH:24]=3)[NH:19][CH:18]=2)=[CH:13][CH2:12]1)C(=O)OC(C)(C)C)[CH3:2].C(O)(C(F)(F)F)=O. Product: [CH2:1]([NH:3][CH:11]1[CH2:16][CH2:15][C:14]([C:17]2[C:25]3[C:20](=[CH:21][C:22]([NH:26][C:27]([C:29]4[S:30][CH:31]=[CH:32][CH:33]=4)=[NH:28])=[CH:23][CH:24]=3)[NH:19][CH:18]=2)=[CH:13][CH2:12]1)[CH3:2]. The catalyst class is: 2. (2) Reactant: [OH:1][CH2:2][CH2:3][O:4][C:5]1([C:13]2[S:14][C:15]([C:18]3[CH:19]=[C:20]([N:25]([C:33]4[N:38]=[C:37]([C:39]([F:42])([F:41])[F:40])[CH:36]=[CH:35][N:34]=4)C(=O)OC(C)(C)C)[CH:21]=[C:22]([CH3:24])[CH:23]=3)=[CH:16][N:17]=2)[CH2:11][CH2:10][C:9](=[O:12])[NH:8][CH2:7][CH2:6]1.C(O)(C(F)(F)F)=O. Product: [OH:1][CH2:2][CH2:3][O:4][C:5]1([C:13]2[S:14][C:15]([C:18]3[CH:19]=[C:20]([NH:25][C:33]4[N:38]=[C:37]([C:39]([F:40])([F:41])[F:42])[CH:36]=[CH:35][N:34]=4)[CH:21]=[C:22]([CH3:24])[CH:23]=3)=[CH:16][N:17]=2)[CH2:6][CH2:7][NH:8][C:9](=[O:12])[CH2:10][CH2:11]1. The catalyst class is: 47.